Dataset: Full USPTO retrosynthesis dataset with 1.9M reactions from patents (1976-2016). Task: Predict the reactants needed to synthesize the given product. The reactants are: [N:1]1[C:6]2[C:7]3[CH:19]=[CH:18][CH:17]=[N:16][C:8]=3[NH:9][C:10]3[CH:15]=[N:14][CH:13]=[CH:12][C:11]=3[C:5]=2[CH:4]=[N:3][C:2]=1[NH:20][CH:21]1[CH2:26][CH2:25][N:24](C(OC(C)(C)C)=O)[CH2:23][CH2:22]1.Cl. Given the product [NH:24]1[CH2:23][CH2:22][CH:21]([NH:20][C:2]2[N:3]=[CH:4][C:5]3[C:11]4[CH:12]=[CH:13][N:14]=[CH:15][C:10]=4[NH:9][C:8]4[N:16]=[CH:17][CH:18]=[CH:19][C:7]=4[C:6]=3[N:1]=2)[CH2:26][CH2:25]1, predict the reactants needed to synthesize it.